This data is from Full USPTO retrosynthesis dataset with 1.9M reactions from patents (1976-2016). The task is: Predict the reactants needed to synthesize the given product. (1) Given the product [Br:19][C:20]1[CH:25]=[CH:24][C:23]([C:26]2[O:37][C:29](/[CH:31]=[C:3]3/[NH:4][C:5](=[S:18])[N:6]([CH:7]([CH2:11][C:12]4[CH:17]=[CH:16][CH:15]=[CH:14][CH:13]=4)[C:8]([OH:10])=[O:9])[C:2]/3=[O:1])=[CH:28][CH:27]=2)=[CH:22][CH:21]=1, predict the reactants needed to synthesize it. The reactants are: [O:1]=[C:2]1[N:6]([CH:7]([CH2:11][C:12]2[CH:17]=[CH:16][CH:15]=[CH:14][CH:13]=2)[C:8]([OH:10])=[O:9])[C:5](=[S:18])[NH:4][CH2:3]1.[Br:19][C:20]1[CH:25]=[CH:24][C:23]([C:26]2S[C:29]([CH:31]=O)=[CH:28][CH:27]=2)=[CH:22][CH:21]=1.NCCC(O)=[O:37].CO.C(Cl)Cl. (2) Given the product [Cl:1][C:2]1[CH:3]=[C:4]([CH:18]=[CH:19][CH:20]=1)[CH2:5][NH:6][C:7]([C:9]1[CH:10]=[CH:11][C:12]2[C:16]([CH:17]=1)=[N:15][N:14]([CH2:28][CH2:29][C:30]1[S:34][CH:33]=[N:32][C:31]=1[CH3:35])[CH:13]=2)=[O:8], predict the reactants needed to synthesize it. The reactants are: [Cl:1][C:2]1[CH:3]=[C:4]([CH:18]=[CH:19][CH:20]=1)[CH2:5][NH:6][C:7]([C:9]1[CH:17]=[C:16]2[C:12]([CH:13]=[N:14][NH:15]2)=[CH:11][CH:10]=1)=[O:8].C(=O)([O-])[O-].[Cs+].[Cs+].Cl[CH2:28][CH2:29][C:30]1[S:34][CH:33]=[N:32][C:31]=1[CH3:35].[I-].[K+]. (3) Given the product [Cl:25][C:16]1[C:15]2[C:20](=[CH:21][C:12]([O:11][CH2:10][CH2:9][CH2:8][N:5]3[CH2:6][CH2:7][N:2]([CH3:1])[CH2:3][CH2:4]3)=[CH:13][CH:14]=2)[N:19]=[CH:18][N:17]=1, predict the reactants needed to synthesize it. The reactants are: [CH3:1][N:2]1[CH2:7][CH2:6][N:5]([CH2:8][CH2:9][CH2:10][O:11][C:12]2[CH:21]=[C:20]3[C:15]([C:16](=O)[NH:17][CH:18]=[N:19]3)=[CH:14][CH:13]=2)[CH2:4][CH2:3]1.P(Cl)(Cl)([Cl:25])=O.CN(C)C1C=CC=CC=1. (4) Given the product [C:56]([O-:64])(=[O:63])[C:57]1[CH:62]=[CH:61][CH:60]=[CH:59][CH:58]=1.[Na+:66], predict the reactants needed to synthesize it. The reactants are: COC([C@@H](NC([C@@H](N)CC(O)=O)=O)CC1C=CC=CC=1)=O.CC1OS(=O)(=O)[N-]C(=O)C=1.[K+].C(O)[C@@H]1O[C@H](O[C@]2(CCl)O[C@H](CCl)[C@@H](O)[C@@H]2O)[C@@H](O)[C@@H](O)[C@H]1Cl.[C:56]([OH:64])(=[O:63])[C:57]1[CH:62]=[CH:61][CH:60]=[CH:59][CH:58]=1.[OH-].[Na+:66]. (5) Given the product [Br:1][C:2]1[CH:3]=[C:4]2[N:19]([O:21][C:23]3[CH:28]=[CH:27][CH:26]=[CH:25][CH:24]=3)[CH2:14][CH:8]=[C:5]2[NH:6][CH:7]=1, predict the reactants needed to synthesize it. The reactants are: [Br:1][C:2]1[CH:3]=[C:4]([N+:19]([O-:21])=O)[C:5]([CH:8]([C:14](OCC)=O)C(OCC)=O)=[N:6][CH:7]=1.F[C:23]1[CH:28]=[CH:27][CH:26]=[CH:25][CH:24]=1.C([O-])([O-])=O.[K+].[K+].